Dataset: Reaction yield outcomes from USPTO patents with 853,638 reactions. Task: Predict the reaction yield, written as a fraction of the theoretical maximum amount of product (1.0 means a 100% yield; for example, 0.34 means a 34% yield). (1) The reactants are [C:1]1([C@H:7]([NH2:9])[CH3:8])[CH:6]=[CH:5][CH:4]=[CH:3][CH:2]=1.Cl.[O-:11][C:12]#[N:13].[K+].C([O-])(O)=O.[Na+]. The catalyst is O. The product is [C:1]1([C@H:7]([NH:9][C:12]([NH2:13])=[O:11])[CH3:8])[CH:6]=[CH:5][CH:4]=[CH:3][CH:2]=1. The yield is 0.970. (2) The reactants are [H-].[Na+].[C:3]([O:7][C:8]([NH:10][C@H:11]([C:15]([OH:18])([CH3:17])[CH3:16])[C:12]([OH:14])=[O:13])=[O:9])([CH3:6])([CH3:5])[CH3:4].I[CH3:20]. The catalyst is C1COCC1. The product is [C:3]([O:7][C:8]([NH:10][C@H:11]([C:15]([O:18][CH3:20])([CH3:17])[CH3:16])[C:12]([OH:14])=[O:13])=[O:9])([CH3:6])([CH3:4])[CH3:5]. The yield is 0.880. (3) The reactants are CS([Cl:5])(=O)=O.O[CH2:7][CH2:8][N:9]([CH3:41])[CH:10]([CH:21]1[CH2:26][CH2:25][N:24]([CH2:27][CH2:28][O:29][C:30]2[CH:39]=[CH:38][CH:37]=[C:36]3[C:31]=2[CH:32]=[CH:33][C:34]([CH3:40])=[N:35]3)[CH2:23][CH2:22]1)[C:11]1[CH:12]=[C:13]([NH:17][C:18](=[O:20])[CH3:19])[CH:14]=[CH:15][CH:16]=1. The catalyst is N1C=CC=CC=1. The product is [Cl:5][CH2:7][CH2:8][N:9]([CH3:41])[CH:10]([CH:21]1[CH2:26][CH2:25][N:24]([CH2:27][CH2:28][O:29][C:30]2[CH:39]=[CH:38][CH:37]=[C:36]3[C:31]=2[CH:32]=[CH:33][C:34]([CH3:40])=[N:35]3)[CH2:23][CH2:22]1)[C:11]1[CH:12]=[C:13]([NH:17][C:18](=[O:20])[CH3:19])[CH:14]=[CH:15][CH:16]=1. The yield is 0.740.